From a dataset of Catalyst prediction with 721,799 reactions and 888 catalyst types from USPTO. Predict which catalyst facilitates the given reaction. Reactant: [N+:1]([C:4]1[CH:16]=[CH:15][C:7]([CH:8]=[C:9]2[CH2:14][CH2:13][NH:12][CH2:11][CH2:10]2)=[CH:6][CH:5]=1)([O-:3])=[O:2].C(=O)([O-])[O-].[K+].[K+].Br[CH2:24][C:25]1[CH:30]=[CH:29][C:28]([C:31]([OH:40])([C:36]([F:39])([F:38])[F:37])[C:32]([F:35])([F:34])[F:33])=[CH:27][CH:26]=1. Product: [F:33][C:32]([F:34])([F:35])[C:31]([C:28]1[CH:29]=[CH:30][C:25]([CH2:24][N:12]2[CH2:11][CH2:10][C:9](=[CH:8][C:7]3[CH:6]=[CH:5][C:4]([N+:1]([O-:3])=[O:2])=[CH:16][CH:15]=3)[CH2:14][CH2:13]2)=[CH:26][CH:27]=1)([OH:40])[C:36]([F:37])([F:39])[F:38]. The catalyst class is: 10.